This data is from Forward reaction prediction with 1.9M reactions from USPTO patents (1976-2016). The task is: Predict the product of the given reaction. (1) Given the reactants [NH2:1][C:2]1[CH:3]=[C:4]([C:11]2[N:16]3[N:17]=[CH:18][C:19]([C:20]([C:22]4[S:23][CH:24]=[CH:25][CH:26]=4)=[O:21])=[C:15]3[N:14]=[CH:13][CH:12]=2)[CH:5]=[CH:6][C:7]=1[N:8]([CH3:10])[CH3:9].[Cl:27][C:28]1[CH:36]=[CH:35][CH:34]=[CH:33][C:29]=1[C:30](Cl)=[O:31], predict the reaction product. The product is: [Cl:27][C:28]1[CH:36]=[CH:35][CH:34]=[CH:33][C:29]=1[C:30]([NH:1][C:2]1[CH:3]=[C:4]([C:11]2[N:16]3[N:17]=[CH:18][C:19]([C:20]([C:22]4[S:23][CH:24]=[CH:25][CH:26]=4)=[O:21])=[C:15]3[N:14]=[CH:13][CH:12]=2)[CH:5]=[CH:6][C:7]=1[N:8]([CH3:9])[CH3:10])=[O:31]. (2) The product is: [C:1]([O:9][C@H:10]1[CH2:15][CH2:14][CH2:13][CH2:12][C:11]1=[O:16])(=[O:8])[C:2]1[CH:3]=[CH:4][CH:5]=[CH:6][CH:7]=1. Given the reactants [C:1]([O:9][C@@:10]12[O:16][C@@H:11]1[CH2:12][CH2:13][CH2:14][CH2:15]2)(=[O:8])[C:2]1[CH:7]=[CH:6][CH:5]=[CH:4][CH:3]=1, predict the reaction product. (3) Given the reactants C([N:18]([CH:23]1[C:31]2[C:26](=[CH:27][CH:28]=[CH:29][CH:30]=2)[CH2:25][CH2:24]1)[CH2:19][C:20]([OH:22])=[O:21])(OCC1C2C(=CC=CC=2)C2C1=CC=CC=2)=O.[NH2:32][C@H:33]([C:37]([O:39][CH2:40][CH:41]=[CH2:42])=[O:38])[CH:34]([CH3:36])[CH3:35].CN(C=O)C.N1CCCCC1, predict the reaction product. The product is: [CH:23]1([NH:18][CH2:19][C:20]([OH:22])=[O:21])[C:31]2[C:26](=[CH:27][CH:28]=[CH:29][CH:30]=2)[CH2:25][CH2:24]1.[NH2:32][C@H:33]([C:37]([O:39][CH2:40][CH:41]=[CH2:42])=[O:38])[CH:34]([CH3:36])[CH3:35]. (4) Given the reactants [CH2:1]([O:3][C:4]([C:6]1[N:7]=[C:8]([NH:11][C:12]2[CH:17]=[CH:16][C:15]([Cl:18])=[CH:14][CH:13]=2)[S:9][CH:10]=1)=[O:5])[CH3:2].[H-].[Na+].[CH3:21]I.O, predict the reaction product. The product is: [CH2:1]([O:3][C:4]([C:6]1[N:7]=[C:8]([N:11]([C:12]2[CH:17]=[CH:16][C:15]([Cl:18])=[CH:14][CH:13]=2)[CH3:21])[S:9][CH:10]=1)=[O:5])[CH3:2].